Predict the product of the given reaction. From a dataset of Forward reaction prediction with 1.9M reactions from USPTO patents (1976-2016). (1) Given the reactants [F:1][CH2:2][CH:3]([O:6][C:7]1[CH:12]=[C:11]([CH3:13])[C:10]([C:14]2[CH:19]=[CH:18][CH:17]=[C:16]([CH2:20][O:21][C:22]3[CH:27]=[CH:26][C:25]([C:28]4([CH2:32][C:33]([O:35]CC)=[O:34])[CH2:31][O:30][CH2:29]4)=[CH:24][CH:23]=3)[CH:15]=2)=[C:9]([CH3:38])[CH:8]=1)[CH2:4][F:5], predict the reaction product. The product is: [F:1][CH2:2][CH:3]([O:6][C:7]1[CH:8]=[C:9]([CH3:38])[C:10]([C:14]2[CH:19]=[CH:18][CH:17]=[C:16]([CH2:20][O:21][C:22]3[CH:27]=[CH:26][C:25]([C:28]4([CH2:32][C:33]([OH:35])=[O:34])[CH2:29][O:30][CH2:31]4)=[CH:24][CH:23]=3)[CH:15]=2)=[C:11]([CH3:13])[CH:12]=1)[CH2:4][F:5]. (2) Given the reactants [H-].[Na+].[Br:3][C:4]1[N:12]([CH3:13])[C:11]2[C:10](=[O:14])[NH:9][C:8](=[O:15])[N:7]([CH3:16])[C:6]=2[N:5]=1.[C:17]([O:20][CH:21]([CH3:33])[CH2:22][CH2:23][CH2:24][CH2:25][C@H](Cl)CCCCC)(=[O:19])[CH3:18], predict the reaction product. The product is: [C:17]([O:20][C@H:21]([CH3:33])[CH2:22][CH2:23][CH2:24][CH2:25][N:9]1[C:10](=[O:14])[C:11]2[N:12]([CH3:13])[C:4]([Br:3])=[N:5][C:6]=2[N:7]([CH3:16])[C:8]1=[O:15])(=[O:19])[CH3:18]. (3) Given the reactants Cl.[NH2:2][OH:3].[C:4]([N:11]1[CH2:17][CH2:16][CH2:15][C@H:12]1[CH:13]=O)([O:6][C:7]([CH3:10])([CH3:9])[CH3:8])=[O:5].C([O-])(=O)C.[Na+], predict the reaction product. The product is: [OH:3][N:2]=[CH:13][C@@H:12]1[CH2:15][CH2:16][CH2:17][N:11]1[C:4]([O:6][C:7]([CH3:10])([CH3:9])[CH3:8])=[O:5]. (4) Given the reactants C[O:2][C:3]([C:5]1[CH:6]=[CH:7][C:8]2[N:9]([C:11]([C:14]3[C:15]([C:20]4[CH:25]=[CH:24][CH:23]=[CH:22][CH:21]=4)=[N:16][O:17][C:18]=3[CH3:19])=[N:12][CH:13]=2)[CH:10]=1)=[O:4].O.[OH-].[Li+], predict the reaction product. The product is: [CH3:19][C:18]1[O:17][N:16]=[C:15]([C:20]2[CH:21]=[CH:22][CH:23]=[CH:24][CH:25]=2)[C:14]=1[C:11]1[N:9]2[CH:10]=[C:5]([C:3]([OH:4])=[O:2])[CH:6]=[CH:7][C:8]2=[CH:13][N:12]=1. (5) Given the reactants C([O:3][C:4]([C:6]12[CH2:24][CH:23]1[CH:22]=[CH:21][CH2:20][CH2:19][CH2:18][CH2:17][CH2:16][N:15]([NH:25][C:26]([O:28][C:29]([CH3:32])([CH3:31])[CH3:30])=[O:27])[C:14](=[O:33])[N:13]1[CH:9]([CH2:10][CH:11]([O:34][C:35]3[C:44]4[C:39](=[CH:40][C:41]([O:45][CH3:46])=[CH:42][CH:43]=4)[N:38]=[C:37]([C:47]4[CH:52]=[CH:51][CH:50]=[CH:49][CH:48]=4)[CH:36]=3)[CH2:12]1)[C:8](=[O:53])[NH:7]2)=[O:5])C.O.CO.[OH-].[Li+], predict the reaction product. The product is: [C:29]([O:28][C:26]([NH:25][N:15]1[C:14](=[O:33])[N:13]2[CH:9]([CH2:10][CH:11]([O:34][C:35]3[C:44]4[C:39](=[CH:40][C:41]([O:45][CH3:46])=[CH:42][CH:43]=4)[N:38]=[C:37]([C:47]4[CH:52]=[CH:51][CH:50]=[CH:49][CH:48]=4)[CH:36]=3)[CH2:12]2)[C:8](=[O:53])[NH:7][C:6]2([C:4]([OH:5])=[O:3])[CH:23]([CH2:24]2)[CH:22]=[CH:21][CH2:20][CH2:19][CH2:18][CH2:17][CH2:16]1)=[O:27])([CH3:32])([CH3:30])[CH3:31].